This data is from Forward reaction prediction with 1.9M reactions from USPTO patents (1976-2016). The task is: Predict the product of the given reaction. (1) Given the reactants C([Li])CCC.C(NC(C)C)(C)C.[Cl:13][C:14]1[CH:19]=[CH:18][N:17]=[CH:16][CH:15]=1.[CH2:20]([C:22]1[CH:29]=[CH:28][C:25]([CH:26]=[O:27])=[CH:24][CH:23]=1)[CH3:21].[Cl-].[NH4+], predict the reaction product. The product is: [Cl:13][C:14]1[CH:19]=[CH:18][N:17]=[CH:16][C:15]=1[CH:26]([C:25]1[CH:28]=[CH:29][C:22]([CH2:20][CH3:21])=[CH:23][CH:24]=1)[OH:27]. (2) Given the reactants Cl.[CH2:2]([C:6]1[N:10]([C:11]2[CH:16]=[CH:15][CH:14]=[CH:13][CH:12]=2)[N:9]=[C:8]([CH2:17][NH:18][C:19]([CH:21]2[CH:26]3[CH:22]2[CH2:23][NH:24][CH2:25]3)=[O:20])[CH:7]=1)[CH:3]([CH3:5])[CH3:4].C(N(CC)CC)C.[C:34]1([S:40](Cl)(=[O:42])=[O:41])[CH:39]=[CH:38][CH:37]=[CH:36][CH:35]=1.CCCCCC, predict the reaction product. The product is: [CH2:2]([C:6]1[N:10]([C:11]2[CH:16]=[CH:15][CH:14]=[CH:13][CH:12]=2)[N:9]=[C:8]([CH2:17][NH:18][C:19]([CH:21]2[CH:26]3[CH:22]2[CH2:23][N:24]([S:40]([C:34]2[CH:39]=[CH:38][CH:37]=[CH:36][CH:35]=2)(=[O:42])=[O:41])[CH2:25]3)=[O:20])[CH:7]=1)[CH:3]([CH3:5])[CH3:4]. (3) Given the reactants [CH:1]1C2C(=O)C3C(=CC=CC=3)C(=O)C=2C=CC=1.[C:17]([O:21][C:22]([NH:24][C@@H:25]([C:29]([O:31][CH2:32][CH2:33][NH:34][C:35]1[C:48]2[C:47](=[O:49])[C:46]3[C:41](=[CH:42][CH:43]=[CH:44][CH:45]=3)[C:40](=[O:50])[C:39]=2[CH:38]=[CH:37][CH:36]=1)=[O:30])[CH:26]([CH3:28])C)=[O:23])([CH3:20])([CH3:19])[CH3:18], predict the reaction product. The product is: [C:17]([O:21][C:22]([N:24]1[CH2:1][CH2:28][CH2:26][C@H:25]1[C:29]([O:31][CH2:32][CH2:33][NH:34][C:35]1[C:48]2[C:47](=[O:49])[C:46]3[C:41](=[CH:42][CH:43]=[CH:44][CH:45]=3)[C:40](=[O:50])[C:39]=2[CH:38]=[CH:37][CH:36]=1)=[O:30])=[O:23])([CH3:20])([CH3:18])[CH3:19]. (4) The product is: [Cl:1][C:2]1[CH:30]=[CH:29][C:5]([CH2:6][C:7]2[N:8]=[C:9]([CH:26]([CH3:27])[CH3:28])[C:10]3[N:15]=[C:14]([C:16]4[CH:21]=[C:20]([CH3:22])[C:19]([OH:23])=[C:18]([CH3:25])[CH:17]=4)[O:13][C:11]=3[N:12]=2)=[CH:4][CH:3]=1. Given the reactants [Cl:1][C:2]1[CH:30]=[CH:29][C:5]([CH2:6][C:7]2[N:8]=[C:9]([CH:26]([CH3:28])[CH3:27])[C:10]3[N:15]=[C:14]([C:16]4[CH:21]=[C:20]([CH3:22])[C:19]([O:23]C)=[C:18]([CH3:25])[CH:17]=4)[O:13][C:11]=3[N:12]=2)=[CH:4][CH:3]=1.B(Br)(Br)Br, predict the reaction product. (5) Given the reactants [Br:1][C:2]1[CH:3]=[C:4]([CH2:27][CH:28]([F:33])[C:29]([O:31][CH3:32])=[O:30])[CH:5]=[C:6]([Br:26])[C:7]=1[O:8][C:9]1[CH:14]=[CH:13][C:12]([NH:15][C:16](=[O:22])[CH2:17][S:18]([CH3:21])(=[O:20])=[O:19])=[C:11]([N+:23]([O-])=O)[CH:10]=1, predict the reaction product. The product is: [NH2:23][C:11]1[CH:10]=[C:9]([CH:14]=[CH:13][C:12]=1[NH:15][C:16](=[O:22])[CH2:17][S:18]([CH3:21])(=[O:19])=[O:20])[O:8][C:7]1[C:2]([Br:1])=[CH:3][C:4]([CH2:27][CH:28]([F:33])[C:29]([O:31][CH3:32])=[O:30])=[CH:5][C:6]=1[Br:26].